This data is from Forward reaction prediction with 1.9M reactions from USPTO patents (1976-2016). The task is: Predict the product of the given reaction. (1) Given the reactants [F:1][C:2]([F:21])([F:20])[O:3][C:4]1[CH:9]=[CH:8][C:7]([C:10]2[O:14][C:13]([C:15](OCC)=[O:16])=[N:12][CH:11]=2)=[CH:6][CH:5]=1.O.[NH2:23][NH2:24], predict the reaction product. The product is: [F:1][C:2]([F:21])([F:20])[O:3][C:4]1[CH:9]=[CH:8][C:7]([C:10]2[O:14][C:13]([C:15]([NH:23][NH2:24])=[O:16])=[N:12][CH:11]=2)=[CH:6][CH:5]=1. (2) Given the reactants [Br:1][C:2]1[CH:7]=[CH:6][C:5]([CH2:8]Cl)=[C:4]([O:10][CH3:11])[CH:3]=1.C(=O)([O-])[O-].[K+].[K+].[NH:18]1[CH2:23][CH2:22][CH2:21][CH2:20][CH2:19]1, predict the reaction product. The product is: [Br:1][C:2]1[CH:7]=[CH:6][C:5]([CH2:8][N:18]2[CH2:23][CH2:22][CH2:21][CH2:20][CH2:19]2)=[C:4]([O:10][CH3:11])[CH:3]=1. (3) Given the reactants [C:1]1(=[O:10])[C:4]2([CH2:9][CH2:8][NH:7][CH2:6][CH2:5]2)[CH2:3][NH:2]1.[Cl:11][C:12]1[N:13]=[C:14]([N:23]2[CH2:28][CH2:27][O:26][CH2:25][CH2:24]2)[C:15]2[S:20][C:19]([CH:21]=O)=[CH:18][C:16]=2[N:17]=1.C(O[BH-](OC(=O)C)OC(=O)C)(=O)C.[Na+], predict the reaction product. The product is: [Cl:11][C:12]1[N:13]=[C:14]([N:23]2[CH2:24][CH2:25][O:26][CH2:27][CH2:28]2)[C:15]2[S:20][C:19]([CH2:21][N:7]3[CH2:8][CH2:9][C:4]4([C:1](=[O:10])[NH:2][CH2:3]4)[CH2:5][CH2:6]3)=[CH:18][C:16]=2[N:17]=1. (4) The product is: [CH:1]1([CH2:4][N:5]2[CH:28]([CH2:29][CH3:30])[C:27]3[C:18]4=[C:19]([C:20](=[O:24])[N:21]([CH3:23])[CH:22]=[C:17]4[C:7]4[CH:8]=[C:9]([S:12]([CH2:15][CH3:16])(=[O:13])=[O:14])[CH:10]=[CH:11][C:6]2=4)[NH:25][CH:26]=3)[CH2:3][CH2:2]1. Given the reactants [CH:1]1([CH2:4][NH:5][C:6]2[CH:11]=[CH:10][C:9]([S:12]([CH2:15][CH3:16])(=[O:14])=[O:13])=[CH:8][C:7]=2[C:17]2[C:18]3[CH:27]=[CH:26][NH:25][C:19]=3[C:20](=[O:24])[N:21]([CH3:23])[CH:22]=2)[CH2:3][CH2:2]1.[CH:28](=O)[CH2:29][CH3:30].Cl, predict the reaction product.